This data is from Forward reaction prediction with 1.9M reactions from USPTO patents (1976-2016). The task is: Predict the product of the given reaction. The product is: [OH:4][CH2:5][C:6]1[C:7]([N:28]2[CH2:39][CH2:38][N:37]3[C:30](=[CH:31][C:32]4[CH2:33][C:34]([CH3:40])([CH3:41])[CH2:35][C:36]=43)[C:29]2=[O:42])=[N:8][CH:9]=[CH:10][C:11]=1[C:12]1[CH:13]=[N:14][C:15]([O:26][CH3:27])=[C:16]([NH:18][C:19]2[CH:24]=[CH:23][N:22]=[C:21]([CH3:25])[N:20]=2)[CH:17]=1. Given the reactants C([O:4][CH2:5][C:6]1[C:7]([N:28]2[CH2:39][CH2:38][N:37]3[C:30](=[CH:31][C:32]4[CH2:33][C:34]([CH3:41])([CH3:40])[CH2:35][C:36]=43)[C:29]2=[O:42])=[N:8][CH:9]=[CH:10][C:11]=1[C:12]1[CH:13]=[N:14][C:15]([O:26][CH3:27])=[C:16]([NH:18][C:19]2[CH:24]=[CH:23][N:22]=[C:21]([CH3:25])[N:20]=2)[CH:17]=1)(=O)C.O.[OH-].[Li+], predict the reaction product.